From a dataset of Full USPTO retrosynthesis dataset with 1.9M reactions from patents (1976-2016). Predict the reactants needed to synthesize the given product. (1) Given the product [NH2:26][C:25]1[CH:27]=[CH:28][C:22]([CH2:21][CH2:20][NH:19][C:15]([C:14]2[C:8]3[NH:7][C:6]([CH:1]4[CH2:2][CH2:3][CH2:4][CH2:5]4)=[N:10][C:9]=3[C:11]([OH:18])=[CH:12][CH:13]=2)=[O:17])=[CH:23][CH:24]=1, predict the reactants needed to synthesize it. The reactants are: [CH:1]1([C:6]2[NH:10][C:9]3[C:11]([OH:18])=[CH:12][CH:13]=[C:14]([C:15]([OH:17])=O)[C:8]=3[N:7]=2)[CH2:5][CH2:4][CH2:3][CH2:2]1.[NH2:19][CH2:20][CH2:21][C:22]1[CH:28]=[CH:27][C:25]([NH2:26])=[CH:24][CH:23]=1. (2) Given the product [CH2:49]([O:26][CH2:22][C@@H:56]1[CH2:61][CH2:60][CH2:59][N:58]([CH2:62][C@H:63]2[CH2:68][CH2:67][CH2:66][CH2:65][C@@H:64]2[NH:69][C:14]([C:13]2[CH:12]=[CH:11][C:10]([CH2:9][NH:8][C:6](=[O:7])[O:5][C:1]([CH3:2])([CH3:3])[CH3:4])=[CH:18][CH:17]=2)=[O:16])[CH2:57]1)[CH3:51], predict the reactants needed to synthesize it. The reactants are: [C:1]([O:5][C:6]([NH:8][CH2:9][C:10]1[CH:18]=[CH:17][C:13]([C:14]([OH:16])=O)=[CH:12][CH:11]=1)=[O:7])([CH3:4])([CH3:3])[CH3:2].CN([C:22]([O:26]N1N=NC2C=CC=NC1=2)=[N+](C)C)C.F[P-](F)(F)(F)(F)F.C(N([CH:49]([CH3:51])C)CC)(C)C.Cl.C(O[C@@H:56]1[CH2:61][CH2:60][CH2:59][N:58]([CH2:62][C@@H:63]2[CH2:68][CH2:67][CH2:66][CH2:65][C@H:64]2[NH2:69])[CH2:57]1)C. (3) The reactants are: [CH3:1][O:2][C:3]1[CH:8]=[CH:7][C:6]2[C:9]3([CH2:17][O:18][C:5]=2[CH:4]=1)[CH2:14][CH2:13][CH2:12][NH:11][CH:10]3[CH2:15][NH2:16].[CH3:19]OC(OC)N(C)C. Given the product [CH3:1][O:2][C:3]1[CH:8]=[CH:7][C:6]2[C:9]3([CH2:17][O:18][C:5]=2[CH:4]=1)[CH2:14][CH2:13][CH2:12][N:11]1[CH:19]=[N:16][CH2:15][CH:10]31, predict the reactants needed to synthesize it.